This data is from Full USPTO retrosynthesis dataset with 1.9M reactions from patents (1976-2016). The task is: Predict the reactants needed to synthesize the given product. (1) Given the product [O:32]=[C:30]1[C:29]2[C:24](=[CH:25][CH:26]=[CH:27][CH:28]=2)[N:23]2[CH:33]=[C:20]([C:19]#[N:16])[CH:21]=[C:22]2[NH:31]1, predict the reactants needed to synthesize it. The reactants are: B(Br)(Br)Br.COC1C=CC(N2CC[N:16]([CH2:19][C:20]3[CH:21]=[C:22]4[NH:31][C:30](=[O:32])[C:29]5[C:24](=[CH:25][CH:26]=[CH:27][CH:28]=5)[N:23]4[CH:33]=3)CC2)=CC=1. (2) The reactants are: [CH:1]1[CH:6]=[CH:5][C:4]([NH:7][C:8]2[CH:13]=[CH:12][CH:11]=[C:10](Br)[CH:9]=2)=[CH:3][CH:2]=1.[CH:15]([Si:18]([C:25]#[CH:26])([CH:22]([CH3:24])[CH3:23])[CH:19]([CH3:21])[CH3:20])([CH3:17])[CH3:16].C(N(CC)CC)C. Given the product [C:4]1([NH:7][C:8]2[CH:13]=[CH:12][CH:11]=[C:10]([C:26]#[C:25][Si:18]([CH:15]([CH3:17])[CH3:16])([CH:22]([CH3:24])[CH3:23])[CH:19]([CH3:21])[CH3:20])[CH:9]=2)[CH:5]=[CH:6][CH:1]=[CH:2][CH:3]=1, predict the reactants needed to synthesize it. (3) Given the product [Br:13][CH2:14][C:15]1[CH:16]=[C:17]([S:21]([N:5]2[CH2:6][CH2:7][CH:2]([OH:1])[CH2:3][CH2:4]2)(=[O:23])=[O:22])[CH:18]=[CH:19][CH:20]=1, predict the reactants needed to synthesize it. The reactants are: [OH:1][CH:2]1[CH2:7][CH2:6][NH:5][CH2:4][CH2:3]1.C1COCC1.[Br:13][CH2:14][C:15]1[CH:16]=[C:17]([S:21](Cl)(=[O:23])=[O:22])[CH:18]=[CH:19][CH:20]=1.C(N(CC)CC)C. (4) The reactants are: Cl[C:2]1[CH:7]=[C:6]([Cl:8])[N:5]=[CH:4][N:3]=1.[NH2:9][C:10]1[CH:11]=[C:12]([NH:16][C:17](=[O:23])[O:18][C:19]([CH3:22])([CH3:21])[CH3:20])[CH:13]=[CH:14][CH:15]=1.C(N(CC)CC)C. Given the product [Cl:8][C:6]1[N:5]=[CH:4][N:3]=[C:2]([NH:9][C:10]2[CH:11]=[C:12]([NH:16][C:17](=[O:23])[O:18][C:19]([CH3:21])([CH3:20])[CH3:22])[CH:13]=[CH:14][CH:15]=2)[CH:7]=1, predict the reactants needed to synthesize it. (5) Given the product [CH3:1][S:2]([C:5]1[CH:10]=[CH:9][CH:8]=[CH:7][C:6]=1[C:11](=[O:15])[CH2:12][C:13]([O:23][CH3:22])=[O:21])(=[O:4])=[O:3], predict the reactants needed to synthesize it. The reactants are: [CH3:1][S:2]([C:5]1[CH:10]=[CH:9][CH:8]=[CH:7][C:6]=1[C:11](=[O:15])[CH2:12][C:13]#N)(=[O:4])=[O:3].C[Si](Cl)(C)C.[OH2:21].[CH3:22][OH:23].